This data is from Catalyst prediction with 721,799 reactions and 888 catalyst types from USPTO. The task is: Predict which catalyst facilitates the given reaction. (1) Reactant: [Cl:1][C:2]1[CH:7]=[CH:6][N:5]=[C:4]([CH2:8]O)[N:3]=1.CCN(S(F)(F)[F:16])CC.C([O-])(O)=O.[Na+]. Product: [Cl:1][C:2]1[CH:7]=[CH:6][N:5]=[C:4]([CH2:8][F:16])[N:3]=1. The catalyst class is: 2. (2) Reactant: [CH2:1]([O:3][CH2:4][C:5](Cl)=O)[CH3:2].[NH2:8][C:9]1[C:10]([N:25]([CH2:33][C:34]2[CH:39]=[CH:38][CH:37]=[CH:36][CH:35]=2)[CH2:26][C:27]2[CH:32]=[CH:31][CH:30]=[CH:29][CH:28]=2)=[N:11][C:12]([CH3:24])=[CH:13][C:14]=1[NH:15][NH:16][C:17]([O:19][C:20]([CH3:23])([CH3:22])[CH3:21])=[O:18].C(N(CC)CC)C.Cl.N1C=CC=CC=1. Product: [CH2:33]([N:25]([CH2:26][C:27]1[CH:28]=[CH:29][CH:30]=[CH:31][CH:32]=1)[C:10]1[C:9]2[N:8]=[C:5]([CH2:4][O:3][CH2:1][CH3:2])[N:15]([NH:16][C:17](=[O:18])[O:19][C:20]([CH3:22])([CH3:23])[CH3:21])[C:14]=2[CH:13]=[C:12]([CH3:24])[N:11]=1)[C:34]1[CH:35]=[CH:36][CH:37]=[CH:38][CH:39]=1. The catalyst class is: 272. (3) Reactant: [NH2:1][C:2]1[C:11]([F:12])=[C:10]([F:13])[C:9]([O:14][CH3:15])=[C:8]2[C:3]=1[C:4](=[O:30])[C:5]([C:25]([O:27]CC)=[O:26])=[C:6]([C:19]1[CH:24]=[CH:23][CH:22]=[CH:21][CH:20]=1)[N:7]2[CH:16]1[CH2:18][CH2:17]1.[OH-].[Na+]. Product: [NH2:1][C:2]1[C:11]([F:12])=[C:10]([F:13])[C:9]([O:14][CH3:15])=[C:8]2[C:3]=1[C:4](=[O:30])[C:5]([C:25]([OH:27])=[O:26])=[C:6]([C:19]1[CH:20]=[CH:21][CH:22]=[CH:23][CH:24]=1)[N:7]2[CH:16]1[CH2:17][CH2:18]1. The catalyst class is: 14. (4) Reactant: [Br:1][C:2]1[CH:3]=[C:4]([N:10]2[C:14]3=[N:15][CH:16]=[CH:17][CH:18]=[C:13]3[C:12]([C:19]([O:21][CH3:22])=[O:20])=[N:11]2)[CH:5]=[C:6]([CH2:8]Cl)[CH:7]=1.[CH3:23][N:24](C)C=O. Product: [Br:1][C:2]1[CH:3]=[C:4]([N:10]2[C:14]3=[N:15][CH:16]=[CH:17][CH:18]=[C:13]3[C:12]([C:19]([O:21][CH3:22])=[O:20])=[N:11]2)[CH:5]=[C:6]([CH2:8][C:23]#[N:24])[CH:7]=1. The catalyst class is: 6.